Regression. Given a peptide amino acid sequence and an MHC pseudo amino acid sequence, predict their binding affinity value. This is MHC class II binding data. From a dataset of Peptide-MHC class II binding affinity with 134,281 pairs from IEDB. (1) The peptide sequence is FPDRASIIRLVGAVL. The MHC is DRB1_1201 with pseudo-sequence DRB1_1201. The binding affinity (normalized) is 0.510. (2) The peptide sequence is SQDLELSWNLNGLQAD. The MHC is HLA-DQA10301-DQB10302 with pseudo-sequence HLA-DQA10301-DQB10302. The binding affinity (normalized) is 0.532. (3) The peptide sequence is PKDSDEFIPMKSSWG. The MHC is DRB1_1201 with pseudo-sequence DRB1_1201. The binding affinity (normalized) is 0.219. (4) The peptide sequence is LNIKLNMPLYIAGNK. The MHC is DRB3_0101 with pseudo-sequence DRB3_0101. The binding affinity (normalized) is 0.323. (5) The peptide sequence is EKPGNRNPYENLLYK. The MHC is DRB1_0404 with pseudo-sequence DRB1_0404. The binding affinity (normalized) is 0.356.